The task is: Predict the reaction yield, written as a fraction of the theoretical maximum amount of product (1.0 means a 100% yield; for example, 0.34 means a 34% yield).. This data is from Reaction yield outcomes from USPTO patents with 853,638 reactions. (1) The reactants are [NH2:1][C:2]1[C:7]2[C:8](=[O:25])[N:9]([C:13]3[CH:18]=[CH:17][C:16]([C:19]([CH3:24])([CH3:23])[C:20]([NH2:22])=O)=[CH:15][CH:14]=3)[CH2:10][CH2:11][O:12][C:6]=2[N:5]=[CH:4][N:3]=1.C(Cl)(=O)C(Cl)=O.C(=O)(O)[O-].[Na+]. The catalyst is O1CCCC1.CN(C)C=O.C(OCC)(=O)C. The product is [NH2:1][C:2]1[C:7]2[C:8](=[O:25])[N:9]([C:13]3[CH:14]=[CH:15][C:16]([C:19]([CH3:23])([CH3:24])[C:20]#[N:22])=[CH:17][CH:18]=3)[CH2:10][CH2:11][O:12][C:6]=2[N:5]=[CH:4][N:3]=1. The yield is 0.340. (2) The reactants are Br[C:2]1[CH:3]=[C:4]([CH:7]=[CH:8][C:9]=1[O:10][CH3:11])[CH:5]=[O:6].[CH3:12][C:13]1[C:14](B(O)O)=[CH:15][C:16]2[C:17]([CH3:26])([CH3:25])[CH2:18][CH2:19][C:20]([CH3:24])([CH3:23])[C:21]=2[CH:22]=1.C(=O)([O-])[O-].[K+].[K+]. The catalyst is COCCOC.O.C(OCC)(=O)C.C1C=CC([P]([Pd]([P](C2C=CC=CC=2)(C2C=CC=CC=2)C2C=CC=CC=2)([P](C2C=CC=CC=2)(C2C=CC=CC=2)C2C=CC=CC=2)[P](C2C=CC=CC=2)(C2C=CC=CC=2)C2C=CC=CC=2)(C2C=CC=CC=2)C2C=CC=CC=2)=CC=1. The product is [CH3:12][C:13]1[C:14]([C:2]2[CH:3]=[C:4]([CH:7]=[CH:8][C:9]=2[O:10][CH3:11])[CH:5]=[O:6])=[CH:15][C:16]2[C:17]([CH3:26])([CH3:25])[CH2:18][CH2:19][C:20]([CH3:24])([CH3:23])[C:21]=2[CH:22]=1. The yield is 0.900. (3) The reactants are [CH3:1][O:2][C:3]1[CH:21]=[C:20]([O:22][CH3:23])[CH:19]=[CH:18][C:4]=1[CH2:5][N:6]1[C:14](=[O:15])[C:13]2[C:8](=[CH:9][CH:10]=[CH:11][C:12]=2[OH:16])[C:7]1=[O:17].Cl[CH2:25][CH2:26][CH2:27][N:28]1[CH2:33][CH2:32][O:31][CH2:30][CH2:29]1.C(=O)([O-])[O-].[K+].[K+]. The catalyst is CN(C=O)C.C(OCC)(=O)C. The product is [CH3:1][O:2][C:3]1[CH:21]=[C:20]([O:22][CH3:23])[CH:19]=[CH:18][C:4]=1[CH2:5][N:6]1[C:14](=[O:15])[C:13]2[C:8](=[CH:9][CH:10]=[CH:11][C:12]=2[O:16][CH2:25][CH2:26][CH2:27][N:28]2[CH2:33][CH2:32][O:31][CH2:30][CH2:29]2)[C:7]1=[O:17]. The yield is 0.680. (4) The reactants are [N+:1]([C:4]1[CH:11]=[CH:10][CH:9]=[C:8]([N+:12]([O-])=O)[C:5]=1[C:6]#[N:7])([O-:3])=[O:2].[CH3:15]N. No catalyst specified. The product is [CH3:15][NH:12][C:8]1[CH:9]=[CH:10][CH:11]=[C:4]([N+:1]([O-:3])=[O:2])[C:5]=1[C:6]#[N:7]. The yield is 0.790. (5) The reactants are [CH:1](=[N:8]/[C:9]1[CH:17]=[C:16]([Cl:18])[CH:15]=[C:14]2[C:10]=1[CH2:11][O:12][C:13]2=[O:19])\[C:2]1[CH:7]=[CH:6][CH:5]=[CH:4][CH:3]=1.[CH3:20][N:21]1[CH:25]=[CH:24][N:23]=[C:22]1[CH:26]=O.[O-:28][CH2:29][CH3:30].[Na+]. The catalyst is C(OCC)(=O)CC. The product is [Cl:18][C:16]1[CH:15]=[C:14]([C:13]([O:12][CH2:11][CH3:10])=[O:19])[C:30]2[C:29](=[O:28])[CH:26]([C:22]3[N:21]([CH3:20])[CH:25]=[CH:24][N:23]=3)[CH:1]([C:2]3[CH:3]=[CH:4][CH:5]=[CH:6][CH:7]=3)[NH:8][C:9]=2[CH:17]=1. The yield is 0.150. (6) The reactants are [CH2:1]([O:8][C:9]1[CH:13]=[C:12]([C:14]([F:17])([F:16])[F:15])[S:11][C:10]=1[C:18]([O:20]C)=[O:19])[C:2]1[CH:7]=[CH:6][CH:5]=[CH:4][CH:3]=1.O1CCCC1.S(=O)(=O)(O)O. The catalyst is [OH-].[Na+]. The product is [CH2:1]([O:8][C:9]1[CH:13]=[C:12]([C:14]([F:15])([F:16])[F:17])[S:11][C:10]=1[C:18]([OH:20])=[O:19])[C:2]1[CH:3]=[CH:4][CH:5]=[CH:6][CH:7]=1. The yield is 0.890. (7) The yield is 0.740. The product is [C:39]([NH:20][C:19]1[C:21]([C:23]#[C:24][CH2:25][NH:26][C:27](=[O:32])[C:28]([F:30])([F:31])[F:29])=[CH:22][N:15]([C@@H:13]2[O:14][C@H:10]([CH2:9][O:8][Si:1]([C:4]([CH3:7])([CH3:5])[CH3:6])([CH3:3])[CH3:2])[C@@H:11]([OH:33])[CH2:12]2)[C:16](=[O:17])[N:18]=1)(=[O:46])[C:40]1[CH:45]=[CH:44][CH:43]=[CH:42][CH:41]=1. The catalyst is N1C=CC=CC=1.C(Cl)Cl. The reactants are [Si:1]([O:8][CH2:9][C@H:10]1[O:14][C@@H:13]([N:15]2[CH:22]=[C:21]([C:23]#[C:24][CH2:25][NH:26][C:27](=[O:32])[C:28]([F:31])([F:30])[F:29])[C:19]([NH2:20])=[N:18][C:16]2=[O:17])[CH2:12][C@@H:11]1[OH:33])([C:4]([CH3:7])([CH3:6])[CH3:5])([CH3:3])[CH3:2].Cl[Si](C)(C)C.[C:39](Cl)(=[O:46])[C:40]1[CH:45]=[CH:44][CH:43]=[CH:42][CH:41]=1.C([O-])(O)=O.[Na+]. (8) The reactants are FC(F)(F)S(O[C:7]1[CH:12]=[C:11]([F:13])[CH:10]=[CH:9][C:8]=1[N+:14]([O-:16])=[O:15])(=O)=O.[CH3:19][C:20]1([CH3:36])[C:24]([CH3:26])([CH3:25])[O:23][B:22]([B:22]2[O:23][C:24]([CH3:26])([CH3:25])[C:20]([CH3:36])([CH3:19])[O:21]2)[O:21]1.C([O-])(=O)C.[K+]. The catalyst is O1CCOCC1.C1C=CC(P(C2C=CC=CC=2)[C-]2C=CC=C2)=CC=1.C1C=CC(P(C2C=CC=CC=2)[C-]2C=CC=C2)=CC=1.Cl[Pd]Cl.[Fe+2]. The product is [F:13][C:11]1[CH:10]=[CH:9][C:8]([N+:14]([O-:16])=[O:15])=[C:7]([B:22]2[O:23][C:24]([CH3:26])([CH3:25])[C:20]([CH3:36])([CH3:19])[O:21]2)[CH:12]=1. The yield is 0.600. (9) The reactants are [H-].[Na+].[Si:3]([O:10][C:11]1[CH:12]=[C:13]2[C:17](=[CH:18][CH:19]=1)[NH:16][N:15]=[CH:14]2)([C:6]([CH3:9])([CH3:8])[CH3:7])([CH3:5])[CH3:4].[CH2:20]1[CH2:24]OC[CH2:21]1. The catalyst is CCOC(C)=O. The product is [Si:3]([O:10][C:11]1[CH:12]=[C:13]2[C:17](=[CH:18][CH:19]=1)[N:16]([CH:20]([CH3:24])[CH3:21])[N:15]=[CH:14]2)([C:6]([CH3:9])([CH3:7])[CH3:8])([CH3:5])[CH3:4]. The yield is 0.200.